The task is: Predict which catalyst facilitates the given reaction.. This data is from Catalyst prediction with 721,799 reactions and 888 catalyst types from USPTO. (1) Reactant: [C:1]([O:5][C:6]([NH:8][C@@:9]1([C:27]([O:29][C:30]([CH3:33])([CH3:32])[CH3:31])=[O:28])[C:14](=[CH:15]N(C)C)[C:13](=[O:19])[C@@H:12]2[C@H:10]1[C@H:11]2[C:20]([O:22][C:23]([CH3:26])([CH3:25])[CH3:24])=[O:21])=[O:7])([CH3:4])([CH3:3])[CH3:2].C(N(CC)CC)C.[H-].C([Al+]CC(C)C)C(C)C.[Cl-].[NH4+]. Product: [C:1]([O:5][C:6]([NH:8][C@@:9]1([C:27]([O:29][C:30]([CH3:33])([CH3:32])[CH3:31])=[O:28])[C:14](=[CH2:15])[C:13](=[O:19])[C@@H:12]2[C@H:10]1[C@H:11]2[C:20]([O:22][C:23]([CH3:25])([CH3:24])[CH3:26])=[O:21])=[O:7])([CH3:4])([CH3:2])[CH3:3]. The catalyst class is: 7. (2) Reactant: [CH3:1][O-:2].[Na+].Cl[C:5]1[N:6]=[C:7]([NH:15][CH2:16][CH2:17][C:18]2[CH:23]=[CH:22][CH:21]=[CH:20][CH:19]=2)[C:8]2[CH:13]=[C:12]([CH3:14])[S:11][C:9]=2[N:10]=1.O. Product: [CH3:1][O:2][C:5]1[N:6]=[C:7]([NH:15][CH2:16][CH2:17][C:18]2[CH:23]=[CH:22][CH:21]=[CH:20][CH:19]=2)[C:8]2[CH:13]=[C:12]([CH3:14])[S:11][C:9]=2[N:10]=1. The catalyst class is: 5. (3) Product: [CH3:1][S:2]([C:4]1[CH:5]=[C:6]([CH:10]=[CH:11][CH:12]=1)[C:7]([O:9][CH3:13])=[O:8])=[O:3]. The catalyst class is: 220. Reactant: [CH3:1][S:2]([C:4]1[CH:5]=[C:6]([CH:10]=[CH:11][CH:12]=1)[C:7]([OH:9])=[O:8])=[O:3].[CH:13]1N=CN(C(N2C=NC=C2)=O)C=1.CO.C(=O)(O)[O-].[Na+].